From a dataset of Reaction yield outcomes from USPTO patents with 853,638 reactions. Predict the reaction yield, written as a fraction of the theoretical maximum amount of product (1.0 means a 100% yield; for example, 0.34 means a 34% yield). The reactants are [C:1]1(P(C2C=CC=CC=2)C2C=CC=CC=2)C=CC=CC=1.CCOC(/N=[N:26]/[C:27](OCC)=O)=O.O[C:33]1[CH:38]=[CH:37][C:36]([C:39]2[C:47]3[C:42](=[CH:43][CH:44]=[C:45]([C:48]#[N:49])[CH:46]=3)[N:41](C3CCCCO3)[N:40]=2)=[CH:35][CH:34]=1.Cl.[CH2:57]1C[O:60][CH2:59][CH2:58]1. The yield is 0.510. The product is [CH3:1][N:26]([CH3:27])[CH2:57][CH2:58][CH2:59][O:60][C:33]1[CH:38]=[CH:37][C:36]([C:39]2[C:47]3[C:42](=[CH:43][CH:44]=[C:45]([C:48]#[N:49])[CH:46]=3)[NH:41][N:40]=2)=[CH:35][CH:34]=1. No catalyst specified.